Dataset: Catalyst prediction with 721,799 reactions and 888 catalyst types from USPTO. Task: Predict which catalyst facilitates the given reaction. (1) Reactant: FC1C=CC(CC2C3C(=CC=CC=3[N+]([O-])=O)C(=O)NN=2)=CC=1C(N1CCC(OC)CC1)=O.[F:33][C:34]1[CH:54]=[CH:53][C:37]([CH2:38][C:39]2[C:48]3[C:43](=[C:44]([N+:49]([O-])=O)[CH:45]=[CH:46][CH:47]=3)[C:42](=[O:52])[NH:41][N:40]=2)=[CH:36][C:35]=1[C:55]([N:57]1[CH2:62][CH2:61][CH:60]([O:63][CH3:64])[CH2:59][CH2:58]1)=[O:56]. Product: [NH2:49][C:44]1[CH:45]=[CH:46][CH:47]=[C:48]2[C:43]=1[C:42](=[O:52])[NH:41][N:40]=[C:39]2[CH2:38][C:37]1[CH:53]=[CH:54][C:34]([F:33])=[C:35]([C:55]([N:57]2[CH2:58][CH2:59][CH:60]([O:63][CH3:64])[CH2:61][CH2:62]2)=[O:56])[CH:36]=1. The catalyst class is: 29. (2) Reactant: [CH:1]1([C:4]2[CH:5]=[N:6][CH:7]=[CH:8][CH:9]=2)[CH2:3][CH2:2]1.[OH:10]O. Product: [CH:1]1([C:4]2[CH:5]=[N+:6]([O-:10])[CH:7]=[CH:8][CH:9]=2)[CH2:3][CH2:2]1. The catalyst class is: 15.